Dataset: Full USPTO retrosynthesis dataset with 1.9M reactions from patents (1976-2016). Task: Predict the reactants needed to synthesize the given product. (1) Given the product [ClH:46].[ClH:46].[F:42][C:39]1[CH:38]=[CH:37][C:36]([CH2:35][C:32]2[CH:33]=[C:34]3[N:26]([C:24](=[O:25])[CH2:23][N:11]4[CH2:10][C@@H:9]([CH3:45])[NH:8][CH2:13][C@@H:12]4[CH2:14][N:15]4[CH2:19][C:18]([CH3:20])([CH3:21])[CH2:17][C:16]4=[O:22])[CH2:27][C:28]([CH3:43])([CH3:44])[C:29]3=[N:30][CH:31]=2)=[CH:41][CH:40]=1, predict the reactants needed to synthesize it. The reactants are: C(OC([N:8]1[CH2:13][C@H:12]([CH2:14][N:15]2[CH2:19][C:18]([CH3:21])([CH3:20])[CH2:17][C:16]2=[O:22])[N:11]([CH2:23][C:24]([N:26]2[C:34]3[C:29](=[N:30][CH:31]=[C:32]([CH2:35][C:36]4[CH:41]=[CH:40][C:39]([F:42])=[CH:38][CH:37]=4)[CH:33]=3)[C:28]([CH3:44])([CH3:43])[CH2:27]2)=[O:25])[CH2:10][C@H:9]1[CH3:45])=O)(C)(C)C.[ClH:46].O1CCOCC1. (2) Given the product [Br:18][C:19]1[CH:24]=[CH:23][C:22]([CH2:4][CH2:5][CH2:6][CH2:7][CH2:8][CH2:9][O:10][CH2:11][C:12]2([CH2:16][CH3:17])[CH2:15][O:14][CH2:13]2)=[CH:21][CH:20]=1, predict the reactants needed to synthesize it. The reactants are: II.Br[CH2:4][CH2:5][CH2:6][CH2:7][CH2:8][CH2:9][O:10][CH2:11][C:12]1([CH2:16][CH3:17])[CH2:15][O:14][CH2:13]1.[Br:18][C:19]1[CH:24]=[CH:23][C:22](I)=[CH:21][CH:20]=1.[NH4+].[Cl-]. (3) Given the product [CH2:31]([O:30][C:28](=[O:29])[N:21]([S:22]([CH3:25])(=[O:23])=[O:24])[N:10]1[C:9](=[O:26])[C:8]2[C:13](=[CH:14][C:15]([C:16]([F:18])([F:17])[F:19])=[C:6]([CH:3]([O:2][CH3:1])[CH2:4][CH3:5])[CH:7]=2)[NH:12][C:11]1=[O:20])[CH3:32], predict the reactants needed to synthesize it. The reactants are: [CH3:1][O:2][CH:3]([C:6]1[CH:7]=[C:8]2[C:13](=[CH:14][C:15]=1[C:16]([F:19])([F:18])[F:17])[NH:12][C:11](=[O:20])[N:10]([NH:21][S:22]([CH3:25])(=[O:24])=[O:23])[C:9]2=[O:26])[CH2:4][CH3:5].Cl[C:28]([O:30][CH2:31][CH3:32])=[O:29]. (4) Given the product [Cl:1][C:2]1[CH:3]=[C:4]2[C:12](=[C:13]([N+:16]([O-:18])=[O:17])[C:14]=1[S:24][CH2:23][CH2:22][N:21]([CH3:25])[CH3:20])[NH:11][C:10]1[CH:9]=[N:8][CH:7]=[CH:6][C:5]2=1, predict the reactants needed to synthesize it. The reactants are: [Cl:1][C:2]1[CH:3]=[C:4]2[C:12](=[C:13]([N+:16]([O-:18])=[O:17])[C:14]=1F)[NH:11][C:10]1[CH:9]=[N:8][CH:7]=[CH:6][C:5]2=1.Cl.[CH3:20][N:21]([CH3:25])[CH2:22][CH2:23][SH:24].C([Li])CCC.O.